This data is from Peptide-MHC class I binding affinity with 185,985 pairs from IEDB/IMGT. The task is: Regression. Given a peptide amino acid sequence and an MHC pseudo amino acid sequence, predict their binding affinity value. This is MHC class I binding data. (1) The peptide sequence is SPIVNREGKI. The MHC is HLA-B07:02 with pseudo-sequence HLA-B07:02. The binding affinity (normalized) is 0.518. (2) The peptide sequence is ELYSPLFLI. The MHC is HLA-A02:02 with pseudo-sequence HLA-A02:02. The binding affinity (normalized) is 0.772. (3) The peptide sequence is YVVAYQATV. The MHC is HLA-A02:05 with pseudo-sequence HLA-A02:05. The binding affinity (normalized) is 0.771. (4) The peptide sequence is EETIGEAFEW. The MHC is Mamu-B17 with pseudo-sequence Mamu-B17. The binding affinity (normalized) is 0.0827. (5) The peptide sequence is FREVWKQLF. The binding affinity (normalized) is 0.0847. The MHC is HLA-A02:01 with pseudo-sequence HLA-A02:01. (6) The peptide sequence is CFDSTVTESDI. The MHC is Patr-A0901 with pseudo-sequence Patr-A0901. The binding affinity (normalized) is 0.0572. (7) The peptide sequence is WSILRQRCW. The MHC is HLA-B44:02 with pseudo-sequence HLA-B44:02. The binding affinity (normalized) is 0.0847. (8) The peptide sequence is YQNEVTPEY. The MHC is HLA-B27:05 with pseudo-sequence HLA-B27:05. The binding affinity (normalized) is 0.498. (9) The peptide sequence is STPEEKFQK. The MHC is Mamu-A01 with pseudo-sequence Mamu-A01. The binding affinity (normalized) is 0.0230.